Dataset: Reaction yield outcomes from USPTO patents with 853,638 reactions. Task: Predict the reaction yield, written as a fraction of the theoretical maximum amount of product (1.0 means a 100% yield; for example, 0.34 means a 34% yield). (1) The reactants are [CH3:1][C:2]1[CH:7]=[CH:6][C:5]([S:8][C:9]2[CH:14]=[CH:13][C:12]([NH:15][C:16](=[O:18])[CH3:17])=[CH:11][CH:10]=2)=[C:4]([N+:19]([O-])=O)[CH:3]=1.Cl[Sn]Cl. No catalyst specified. The product is [NH2:19][C:4]1[CH:3]=[C:2]([CH3:1])[CH:7]=[CH:6][C:5]=1[S:8][C:9]1[CH:14]=[CH:13][C:12]([NH:15][C:16](=[O:18])[CH3:17])=[CH:11][CH:10]=1. The yield is 1.00. (2) The reactants are C(Cl)(=O)[C:2](Cl)=[O:3].[F:7][C:8]1[CH:13]=[CH:12][CH:11]=[CH:10][C:9]=1[C:14]1[O:18][N:17]=[C:16]([C:19]2[CH:20]=[C:21]([CH:25]=[CH:26][CH:27]=2)[C:22]([NH2:24])=[O:23])[N:15]=1. The catalyst is ClCCl. The product is [F:7][C:8]1[CH:13]=[CH:12][CH:11]=[CH:10][C:9]=1[C:14]1[O:18][N:17]=[C:16]([C:19]2[CH:20]=[C:21]([CH:25]=[CH:26][CH:27]=2)[C:22]([N:24]=[C:2]=[O:3])=[O:23])[N:15]=1. The yield is 0.950. (3) The reactants are [NH2:1][C:2]1[N:6]([C:7]2[CH:8]=[C:9]([CH:16]=[CH:17][C:18]=2[CH3:19])[C:10]([NH:12][CH:13]2[CH2:15][CH2:14]2)=[O:11])[N:5]=[CH:4][C:3]=1[C:20](=[O:29])[C:21]1[CH:26]=[CH:25][CH:24]=[C:23]([CH:27]=[O:28])[CH:22]=1.OO.[O-:32]Cl=O.[Na+].[O-]S([O-])=O.[Na+].[Na+]. The catalyst is CC#N. The product is [NH2:1][C:2]1[N:6]([C:7]2[CH:8]=[C:9]([C:10](=[O:11])[NH:12][CH:13]3[CH2:15][CH2:14]3)[CH:16]=[CH:17][C:18]=2[CH3:19])[N:5]=[CH:4][C:3]=1[C:20]([C:21]1[CH:22]=[C:23]([CH:24]=[CH:25][CH:26]=1)[C:27]([OH:32])=[O:28])=[O:29]. The yield is 0.370. (4) The reactants are Cl[CH2:2][C:3]1[CH:7]=[C:6]([C:8]2[CH:13]=[CH:12][CH:11]=[CH:10][CH:9]=2)[O:5][N:4]=1.[OH:14][C:15]1[CH:36]=[CH:35][C:18]([CH2:19][O:20]/[N:21]=[C:22](/[C:29]2[CH:34]=[CH:33][CH:32]=[CH:31][CH:30]=2)\[CH2:23][CH2:24][C:25]([O:27][CH3:28])=[O:26])=[CH:17][CH:16]=1.C(=O)([O-])[O-].[K+].[K+].CN(C)C=O. The catalyst is C(OCC)(=O)C.CCCCCC.O. The product is [C:29]1(/[C:22](=[N:21]/[O:20][CH2:19][C:18]2[CH:35]=[CH:36][C:15]([O:14][CH2:2][C:3]3[CH:7]=[C:6]([C:8]4[CH:13]=[CH:12][CH:11]=[CH:10][CH:9]=4)[O:5][N:4]=3)=[CH:16][CH:17]=2)/[CH2:23][CH2:24][C:25]([O:27][CH3:28])=[O:26])[CH:30]=[CH:31][CH:32]=[CH:33][CH:34]=1. The yield is 0.630. (5) The reactants are [F:1][C:2]1[CH:7]=[C:6]([O:8][CH3:9])[C:5]([O:10][CH3:11])=[CH:4][C:3]=1[CH:12](O)[C:13]([O:15][CH3:16])=[O:14].C(N(CC)CC)C.S([Cl:29])(C)(=O)=O. The catalyst is C(Cl)Cl. The product is [Cl:29][CH:12]([C:3]1[CH:4]=[C:5]([O:10][CH3:11])[C:6]([O:8][CH3:9])=[CH:7][C:2]=1[F:1])[C:13]([O:15][CH3:16])=[O:14]. The yield is 0.890.